Dataset: CYP1A2 inhibition data for predicting drug metabolism from PubChem BioAssay. Task: Regression/Classification. Given a drug SMILES string, predict its absorption, distribution, metabolism, or excretion properties. Task type varies by dataset: regression for continuous measurements (e.g., permeability, clearance, half-life) or binary classification for categorical outcomes (e.g., BBB penetration, CYP inhibition). Dataset: cyp1a2_veith. (1) The drug is CCOc1cccc2cc(C(N)=O)c(=NCc3ccccc3)oc12. The result is 1 (inhibitor). (2) The drug is O=c1cnc2cncnc2n1Cc1ccc(F)cc1. The result is 1 (inhibitor). (3) The drug is Cc1ccc(C(=O)C(OC(=O)CNS(=O)(=O)c2ccccc2)c2ccccc2)cc1. The result is 0 (non-inhibitor). (4) The molecule is COc1ccc2[nH]cc(CCNc3ncnc4ccc(-c5ccccc5OC)cc34)c2c1. The result is 1 (inhibitor). (5) The result is 0 (non-inhibitor). The compound is CC[C@]1(O)C[C@@H]2CN(CCc3c([nH]c4ccccc34)[C@](C(=O)OC)(c3cc4c(cc3OC)N(C=O)[C@H]3[C@@](O)(C(=O)OC)[C@H](C(=O)OC)[C@@]5(CC)C=CCN6CC[C@]43[C@H]65)C2)C1.